From a dataset of Catalyst prediction with 721,799 reactions and 888 catalyst types from USPTO. Predict which catalyst facilitates the given reaction. (1) Reactant: [C:1]([O:9]CC)(=O)[CH2:2][C:3]([O:5][CH2:6][CH3:7])=[O:4].[H-].[Na+].[H][H].[CH3:16][N:17]1C(=O)O[C:20](=[O:21])[C:19]2=[CH:25][CH:26]=[CH:27][CH:28]=[C:18]12.Cl. The catalyst class is: 44. Product: [CH2:6]([O:5][C:3]([C:2]1[C:1](=[O:9])[N:17]([CH3:16])[C:18]2[C:19]([C:20]=1[OH:21])=[CH:25][CH:26]=[CH:27][CH:28]=2)=[O:4])[CH3:7]. (2) Reactant: [CH3:1][O:2][C:3]([NH:5][CH:6]([C:18]1[CH:23]=[CH:22][CH:21]=[CH:20][CH:19]=1)[C:7]([O:9][C@@H:10]1[CH:15]2[CH2:16][CH2:17][N:12]([CH2:13][CH2:14]2)[CH2:11]1)=[O:8])=[O:4].[Br:24][CH2:25][C:26]([C:28]1[CH:33]=[CH:32][CH:31]=[CH:30][CH:29]=1)=[O:27]. Product: [Br-:24].[CH3:1][O:2][C:3]([NH:5][CH:6]([C:18]1[CH:23]=[CH:22][CH:21]=[CH:20][CH:19]=1)[C:7]([O:9][C@@H:10]1[CH:15]2[CH2:16][CH2:17][N+:12]([CH2:25][C:26](=[O:27])[C:28]3[CH:33]=[CH:32][CH:31]=[CH:30][CH:29]=3)([CH2:13][CH2:14]2)[CH2:11]1)=[O:8])=[O:4]. The catalyst class is: 25.